Dataset: Forward reaction prediction with 1.9M reactions from USPTO patents (1976-2016). Task: Predict the product of the given reaction. Given the reactants [C:1]([CH:4]([C:16]1[CH:21]=[CH:20][C:19]([F:22])=[CH:18][C:17]=1[Br:23])[C:5](=S)[NH:6][C:7]1[C:12]([F:13])=[CH:11][CH:10]=[CH:9][C:8]=1[Cl:14])(=O)[CH3:2].C(O)(=O)C.[CH3:28][NH:29][NH2:30].S.O, predict the reaction product. The product is: [Br:23][C:17]1[CH:18]=[C:19]([F:22])[CH:20]=[CH:21][C:16]=1[C:4]1[C:1]([CH3:2])=[N:30][N:29]([CH3:28])[C:5]=1[NH:6][C:7]1[C:12]([F:13])=[CH:11][CH:10]=[CH:9][C:8]=1[Cl:14].